Dataset: Forward reaction prediction with 1.9M reactions from USPTO patents (1976-2016). Task: Predict the product of the given reaction. (1) Given the reactants C[O:2][C:3](=[O:26])[C:4]1[CH:9]=[CH:8][C:7]([C:10](=[O:25])[CH2:11][C:12]2[CH:17]=[CH:16][C:15]([O:18][CH3:19])=[C:14]([C:20]3[S:21][CH:22]=[CH:23][CH:24]=3)[CH:13]=2)=[CH:6][CH:5]=1.C1COCC1.[OH-].[Na+].Cl, predict the reaction product. The product is: [CH3:19][O:18][C:15]1[CH:16]=[CH:17][C:12]([CH2:11][C:10]([C:7]2[CH:8]=[CH:9][C:4]([C:3]([OH:26])=[O:2])=[CH:5][CH:6]=2)=[O:25])=[CH:13][C:14]=1[C:20]1[S:21][CH:22]=[CH:23][CH:24]=1. (2) Given the reactants [Cl:1][C:2]1[CH:3]=[C:4]2[C:9](=[C:10]([Cl:12])[CH:11]=1)[CH2:8][N:7]([CH3:13])[CH2:6][CH:5]2[C:14]1[CH:19]=[CH:18][C:17]([NH2:20])=[CH:16][CH:15]=1.[C:21](=O)(OC(Cl)(Cl)Cl)[O:22]C(Cl)(Cl)Cl.[NH2:33][C@@H:34]([CH2:39][C:40]([O:42][CH3:43])=[O:41])[C:35]([O:37][CH3:38])=[O:36], predict the reaction product. The product is: [Cl:1][C:2]1[CH:3]=[C:4]2[C:9](=[C:10]([Cl:12])[CH:11]=1)[CH2:8][N:7]([CH3:13])[CH2:6][CH:5]2[C:14]1[CH:19]=[CH:18][C:17]([NH:20][C:21](=[O:22])[NH:33][C@@H:34]([CH2:39][C:40]([O:42][CH3:43])=[O:41])[C:35]([O:37][CH3:38])=[O:36])=[CH:16][CH:15]=1. (3) Given the reactants C([O:5][C:6]([CH:8]1[CH:12]([C:13]2[CH:18]=[CH:17][CH:16]=[C:15]([Cl:19])[CH:14]=2)[C:11]([C:22]2[CH:27]=[CH:26][C:25]([Cl:28])=[CH:24][CH:23]=2)([C:20]#[N:21])[CH:10]([CH2:29][C:30]([CH3:33])([CH3:32])[CH3:31])[NH:9]1)=[O:7])(C)(C)C.[F:34][C:35]([F:40])([F:39])[C:36]([OH:38])=[O:37], predict the reaction product. The product is: [F:34][C:35]([F:40])([F:39])[C:36]([OH:38])=[O:37].[Cl:19][C:15]1[CH:14]=[C:13]([CH:12]2[C:11]([C:22]3[CH:27]=[CH:26][C:25]([Cl:28])=[CH:24][CH:23]=3)([C:20]#[N:21])[CH:10]([CH2:29][C:30]([CH3:31])([CH3:32])[CH3:33])[NH:9][CH:8]2[C:6]([OH:7])=[O:5])[CH:18]=[CH:17][CH:16]=1.